Dataset: Catalyst prediction with 721,799 reactions and 888 catalyst types from USPTO. Task: Predict which catalyst facilitates the given reaction. (1) Reactant: [CH3:1][O:2][C:3]1[CH:4]=[C:5]([CH:11]=[CH:12][C:13]=1[O:14][CH2:15][CH2:16][NH:17][CH2:18][CH2:19][C:20](=[O:41])[CH2:21][C:22]1[CH:27]=[CH:26][C:25]([NH:28][C:29]([NH:31][C:32]2[CH:37]=[CH:36][CH:35]=[CH:34][C:33]=2[CH3:38])=[O:30])=[C:24]([O:39][CH3:40])[CH:23]=1)[C:6]([O:8]CC)=[O:7].[OH-].[Na+].Cl. Product: [CH3:1][O:2][C:3]1[CH:4]=[C:5]([CH:11]=[CH:12][C:13]=1[O:14][CH2:15][CH2:16][NH:17][CH2:18][CH2:19][C:20](=[O:41])[CH2:21][C:22]1[CH:27]=[CH:26][C:25]([NH:28][C:29]([NH:31][C:32]2[CH:37]=[CH:36][CH:35]=[CH:34][C:33]=2[CH3:38])=[O:30])=[C:24]([O:39][CH3:40])[CH:23]=1)[C:6]([OH:8])=[O:7]. The catalyst class is: 1. (2) Reactant: [CH:1]1([CH:7]([CH:34]2[CH2:39][CH2:38][CH2:37][CH2:36][CH2:35]2)[C:8]([NH:10][C@H:11]2[C@H:18]3[C@H:14]([CH2:15][N:16]([C:19](=[O:33])[C@H:20]([NH:25]C(=O)OC(C)(C)C)[CH2:21][CH:22]([CH3:24])[CH3:23])[CH2:17]3)[CH2:13][CH2:12]2)=[O:9])[CH2:6][CH2:5][CH2:4][CH2:3][CH2:2]1.Cl. Product: [NH2:25][C@H:20]([CH2:21][CH:22]([CH3:24])[CH3:23])[C:19]([N:16]1[CH2:17][C@H:18]2[C@H:11]([NH:10][C:8](=[O:9])[CH:7]([CH:1]3[CH2:2][CH2:3][CH2:4][CH2:5][CH2:6]3)[CH:34]3[CH2:39][CH2:38][CH2:37][CH2:36][CH2:35]3)[CH2:12][CH2:13][C@H:14]2[CH2:15]1)=[O:33]. The catalyst class is: 28. (3) Reactant: [C:1](Cl)(C(Cl)=O)=O.[O:7]1[C:15]2[CH:14]=[CH:13][N:12]=[CH:11][C:10]=2[CH:9]=[C:8]1[C:16]([OH:18])=[O:17]. Product: [CH3:1][O:17][C:16]([C:8]1[O:7][C:15]2[CH:14]=[CH:13][N:12]=[CH:11][C:10]=2[CH:9]=1)=[O:18]. The catalyst class is: 2. (4) Reactant: [Cl:1][C:2]1[CH:7]=[CH:6][C:5]([C:8]2[NH:9][C:10]3[N:11]([N:15]=[C:16]([O:24]C)[C:17]=3[C:18]3[O:22][N:21]=[C:20]([CH3:23])[N:19]=3)[C:12](=[O:14])[CH:13]=2)=[CH:4][CH:3]=1. Product: [Cl:1][C:2]1[CH:7]=[CH:6][C:5]([C:8]2[NH:9][C:10]3[N:11]([N:15]=[C:16]([OH:24])[C:17]=3[C:18]3[O:22][N:21]=[C:20]([CH3:23])[N:19]=3)[C:12](=[O:14])[CH:13]=2)=[CH:4][CH:3]=1. The catalyst class is: 65. (5) Reactant: [Sn](Cl)Cl.[CH2:4]([O:7][C:8]([NH:10][CH:11]([C:18]1[CH:23]=[CH:22][CH:21]=[C:20]([NH:24][S:25]([C:28]2[CH:33]=[CH:32][CH:31]=[C:30]([N+:34]([O-])=O)[CH:29]=2)(=[O:27])=[O:26])[CH:19]=1)[CH2:12][C:13]([O:15][CH2:16][CH3:17])=[O:14])=[O:9])[CH:5]=[CH2:6].[OH-].[Na+]. Product: [CH2:16]([O:15][C:13](=[O:14])[CH2:12][CH:11]([NH:10][C:8]([O:7][CH2:4][CH:5]=[CH2:6])=[O:9])[C:18]1[CH:23]=[CH:22][CH:21]=[C:20]([NH:24][S:25]([C:28]2[CH:33]=[CH:32][CH:31]=[C:30]([NH2:34])[CH:29]=2)(=[O:27])=[O:26])[CH:19]=1)[CH3:17]. The catalyst class is: 8. (6) Reactant: [Cl:1][C:2]1[CH:7]=[CH:6][C:5]([CH2:8][C:9]([O:11][CH3:12])=[O:10])=[CH:4][C:3]=1[N+:13]([O-])=O.Cl. Product: [NH2:13][C:3]1[CH:4]=[C:5]([CH2:8][C:9]([O:11][CH3:12])=[O:10])[CH:6]=[CH:7][C:2]=1[Cl:1]. The catalyst class is: 284. (7) The catalyst class is: 116. Product: [C:4]([C:6]1[N:11]([C:12]2[CH:17]=[CH:16][CH:15]=[CH:14][CH:13]=2)[C:10](=[O:18])[N:9]2[CH:19]=[CH:20][CH:21]=[C:8]2[CH:7]=1)(=[O:5])[CH3:23]. Reactant: CON(C)[C:4]([C:6]1[N:11]([C:12]2[CH:17]=[CH:16][CH:15]=[CH:14][CH:13]=2)[C:10](=[O:18])[N:9]2[CH:19]=[CH:20][CH:21]=[C:8]2[CH:7]=1)=[O:5].[CH3:23][Mg]Br.